Dataset: Forward reaction prediction with 1.9M reactions from USPTO patents (1976-2016). Task: Predict the product of the given reaction. (1) Given the reactants N#N.[Cl:3][C:4]1[CH:5]=[C:6]([C:10]2[O:14][C:13]([CH3:15])=[N:12][C:11]=2[C:16]([OH:18])=O)[CH:7]=[CH:8][CH:9]=1.C1C=CC2N(O)N=NC=2C=1.C(Cl)CCl.[C:33]([Si:37]([CH3:54])([CH3:53])[O:38][CH:39]([C:41]1[O:42][C:43]([CH2:46][N:47]2[N:51]=[C:50]([NH2:52])[CH:49]=[N:48]2)=[CH:44][N:45]=1)[CH3:40])([CH3:36])([CH3:35])[CH3:34], predict the reaction product. The product is: [C:33]([Si:37]([CH3:54])([CH3:53])[O:38][CH:39]([C:41]1[O:42][C:43]([CH2:46][N:47]2[N:51]=[C:50]([NH:52][C:16]([C:11]3[N:12]=[C:13]([CH3:15])[O:14][C:10]=3[C:6]3[CH:7]=[CH:8][CH:9]=[C:4]([Cl:3])[CH:5]=3)=[O:18])[CH:49]=[N:48]2)=[CH:44][N:45]=1)[CH3:40])([CH3:36])([CH3:35])[CH3:34]. (2) Given the reactants [Cl:1][C:2]1[CH:18]=[CH:17][C:5]2[CH2:6][CH2:7][N:8](C(=O)C(F)(F)F)[CH2:9][CH2:10][C:4]=2[C:3]=1[N:19]1[CH2:23][CH2:22][CH2:21][CH:20]1[C:24]1[CH:29]=[CH:28][CH:27]=[CH:26][CH:25]=1.CO.Cl, predict the reaction product. The product is: [ClH:1].[Cl:1][C:2]1[CH:18]=[CH:17][C:5]2[CH2:6][CH2:7][NH:8][CH2:9][CH2:10][C:4]=2[C:3]=1[N:19]1[CH2:23][CH2:22][CH2:21][CH:20]1[C:24]1[CH:29]=[CH:28][CH:27]=[CH:26][CH:25]=1. (3) Given the reactants [C:1]([C:3]1[CH:4]=[CH:5][C:6]([O:32][CH3:33])=[C:7]([S:9]([NH:12][CH2:13][CH2:14][C:15]2[CH:20]=[CH:19][C:18]([C:21]3[CH:26]=[CH:25][CH:24]=[CH:23][C:22]=3[S:27]([CH3:30])(=[O:29])=[O:28])=[CH:17][C:16]=2[OH:31])(=[O:11])=[O:10])[CH:8]=1)#[N:2].C(N(CC)C(C)C)(C)C.Br[CH2:44][C:45]([O:47][CH2:48][CH3:49])=[O:46].O, predict the reaction product. The product is: [C:1]([C:3]1[CH:4]=[CH:5][C:6]([O:32][CH3:33])=[C:7]([S:9]([NH:12][CH2:13][CH2:14][C:15]2[CH:20]=[CH:19][C:18]([C:21]3[CH:26]=[CH:25][CH:24]=[CH:23][C:22]=3[S:27]([CH3:30])(=[O:28])=[O:29])=[CH:17][C:16]=2[O:31][CH2:44][C:45]([O:47][CH2:48][CH3:49])=[O:46])(=[O:10])=[O:11])[CH:8]=1)#[N:2]. (4) Given the reactants [S:1]1[CH:5]=[CH:4][C:3]([CH:6]=O)=[CH:2]1.[CH3:8][O:9][C:10]1[CH:11]=[C:12]([CH:14]=[CH:15][CH:16]=1)[NH2:13], predict the reaction product. The product is: [CH3:8][O:9][C:10]1[CH:11]=[C:12]([CH:14]=[CH:15][CH:16]=1)[N:13]=[CH:6][C:3]1[CH:4]=[CH:5][S:1][CH:2]=1. (5) Given the reactants [Cl:1][C:2]1[CH:3]=[C:4]2[C:8](=[CH:9][CH:10]=1)[NH:7][C:6]([C:11]([OH:13])=O)=[CH:5]2.O[N:15]1[C:19]2[CH:20]=CC=[CH:23][C:18]=2[N:17]=N1.Cl.CN(C)CCCN=C=NCC.CN(C)C=[O:39], predict the reaction product. The product is: [NH2:17][C@@H:18]1[CH2:23][O:39][CH2:20][C@@H:19]1[NH:15][C:11]([C:6]1[NH:7][C:8]2[C:4]([CH:5]=1)=[CH:3][C:2]([Cl:1])=[CH:10][CH:9]=2)=[O:13]. (6) Given the reactants [CH2:1]([Cl:3])Cl.[Li]CCCC.[OH:9][C:10]([C:13]([OH:16])([CH3:15])[CH3:14])([CH3:12])[CH3:11].CC(C)C[B:20]([O-:22])[O-:21], predict the reaction product. The product is: [OH:9][C:10]([C:13]([OH:16])([CH3:15])[CH3:14])([CH3:12])[CH3:11].[Cl:3][CH:1]([B:20]([O-:22])[O-:21])[CH2:11][CH:10]([CH3:13])[CH3:12]. (7) Given the reactants [F:1][C:2]([F:7])([F:6])[CH2:3][CH2:4][I:5].[C:8]1([P:14]([C:21]2[CH:26]=[CH:25][CH:24]=[CH:23][CH:22]=2)[C:15]2[CH:20]=[CH:19][CH:18]=[CH:17][CH:16]=2)[CH:13]=[CH:12][CH:11]=[CH:10][CH:9]=1, predict the reaction product. The product is: [I-:5].[F:1][C:2]([F:7])([F:6])[CH2:3][CH2:4][P+:14]([C:15]1[CH:16]=[CH:17][CH:18]=[CH:19][CH:20]=1)([C:21]1[CH:26]=[CH:25][CH:24]=[CH:23][CH:22]=1)[C:8]1[CH:9]=[CH:10][CH:11]=[CH:12][CH:13]=1.